This data is from Full USPTO retrosynthesis dataset with 1.9M reactions from patents (1976-2016). The task is: Predict the reactants needed to synthesize the given product. (1) Given the product [NH2:1][C:4]1[CH:5]=[C:6]([C:10]2[CH:15]=[CH:14][N:13]=[C:12]([NH:16][CH2:17][CH2:18][C:19]3[CH:24]=[CH:23][C:22]([O:25][CH3:26])=[C:21]([O:27][CH3:28])[CH:20]=3)[N:11]=2)[CH:7]=[CH:8][CH:9]=1, predict the reactants needed to synthesize it. The reactants are: [N+:1]([C:4]1[CH:5]=[C:6]([C:10]2[CH:15]=[CH:14][N:13]=[C:12]([NH:16][CH2:17][CH2:18][C:19]3[CH:24]=[CH:23][C:22]([O:25][CH3:26])=[C:21]([O:27][CH3:28])[CH:20]=3)[N:11]=2)[CH:7]=[CH:8][CH:9]=1)([O-])=O. (2) Given the product [CH2:24]([CH:10]1[O:9][C:8](=[O:7])[N:12]([C:13]2[CH:14]=[CH:15][C:16]3[O:21][CH2:20][C:19](=[O:22])[NH:18][C:17]=3[CH:23]=2)[CH2:11]1)[CH2:25][CH:26]=[CH2:1], predict the reactants needed to synthesize it. The reactants are: [C:1](O[K])(C)(C)C.[O:7]=[C:8]1[N:12]([C:13]2[CH:14]=[CH:15][C:16]3[O:21][CH2:20][C:19](=[O:22])[NH:18][C:17]=3[CH:23]=2)[CH2:11][C@H:10]([CH2:24][CH2:25][CH:26]=O)[O:9]1.